This data is from Forward reaction prediction with 1.9M reactions from USPTO patents (1976-2016). The task is: Predict the product of the given reaction. (1) The product is: [Cl:32][C:27]1[CH:26]=[C:25]([S:22]([N:21]([CH2:33][C:34]([OH:36])=[O:35])[C:17]2[CH:16]=[C:15]3[C:20](=[CH:19][CH:18]=2)[N:12]([C:9]2[N:10]=[N:11][C:6]([NH:5][CH2:4][CH2:3][CH2:2][NH:1][S:40]([CH3:39])(=[O:42])=[O:41])=[CH:7][CH:8]=2)[CH:13]=[CH:14]3)(=[O:24])=[O:23])[CH:30]=[C:29]([Cl:31])[CH:28]=1. Given the reactants [NH2:1][CH2:2][CH2:3][CH2:4][NH:5][C:6]1[N:11]=[N:10][C:9]([N:12]2[C:20]3[C:15](=[CH:16][C:17]([N:21]([CH2:33][C:34]([OH:36])=[O:35])[S:22]([C:25]4[CH:30]=[C:29]([Cl:31])[CH:28]=[C:27]([Cl:32])[CH:26]=4)(=[O:24])=[O:23])=[CH:18][CH:19]=3)[CH:14]=[CH:13]2)=[CH:8][CH:7]=1.[OH-].[Na+].[CH3:39][S:40](Cl)(=[O:42])=[O:41].Cl, predict the reaction product. (2) Given the reactants F[C:2]1[C:3]([C:10]([F:13])([F:12])[F:11])=[C:4]([CH:7]=[CH:8][CH:9]=1)[C:5]#[N:6].[NH:14]1[CH2:19][CH2:18][NH:17][CH2:16][CH2:15]1.O, predict the reaction product. The product is: [N:14]1([C:2]2[C:3]([C:10]([F:13])([F:12])[F:11])=[C:4]([CH:7]=[CH:8][CH:9]=2)[C:5]#[N:6])[CH2:19][CH2:18][NH:17][CH2:16][CH2:15]1. (3) Given the reactants [Br:1][C:2]1[CH:3]=[C:4]([CH:8]=[CH:9][C:10]=1[CH3:11])[C:5](O)=O.C(Cl)(=O)C(Cl)=O.C[N:19]1CCOCC1.N, predict the reaction product. The product is: [Br:1][C:2]1[CH:3]=[C:4]([CH:8]=[CH:9][C:10]=1[CH3:11])[C:5]#[N:19]. (4) Given the reactants [OH:1][C:2]1[N:3]=[C:4]2[CH:12]=[C:11]([CH2:13][CH2:14][C:15]3[S:16][CH:17]=[C:18]([CH:20]([CH3:22])[CH3:21])[N:19]=3)[CH:10]=[CH:9][N:5]2[C:6](=[O:8])[CH:7]=1.[F:23][C:24]([F:37])([F:36])[S:25](O[S:25]([C:24]([F:37])([F:36])[F:23])(=[O:27])=[O:26])(=[O:27])=[O:26].Cl, predict the reaction product. The product is: [F:23][C:24]([F:37])([F:36])[S:25]([O:1][C:2]1[N:3]=[C:4]2[CH:12]=[C:11]([CH2:13][CH2:14][C:15]3[S:16][CH:17]=[C:18]([CH:20]([CH3:22])[CH3:21])[N:19]=3)[CH:10]=[CH:9][N:5]2[C:6](=[O:8])[CH:7]=1)(=[O:27])=[O:26]. (5) Given the reactants [F:1][C:2]1[CH:3]=[CH:4][C:5]([N:8]2[C:12]([C:13]([F:16])([F:15])[F:14])=[C:11]([C:17]3[O:21][N:20]=[C:19]4[C:22]5[C:27]([CH2:28][CH2:29][C:18]=34)=[CH:26][C:25]([CH:30]=O)=[CH:24][CH:23]=5)[CH:10]=[N:9]2)=[N:6][CH:7]=1.[NH:32]1[CH2:35][CH:34]([C:36]([OH:38])=[O:37])[CH2:33]1.C1CCN2C(=NCCC2)CC1.C(O[BH-](OC(=O)C)OC(=O)C)(=[O:52])C.[Na+].[CH3:64][OH:65], predict the reaction product. The product is: [F:1][C:2]1[CH:3]=[CH:4][C:5]([N:8]2[C:12]([C:13]([F:16])([F:14])[F:15])=[C:11]([C:17]3[O:21][N:20]=[C:19]4[C:22]5[C:27]([CH2:28][CH2:29][C:18]=34)=[CH:26][C:25]([CH2:30][N:32]3[CH2:35][CH:34]([C:36]([OH:38])=[O:37])[CH2:33]3)=[CH:24][CH:23]=5)[CH:10]=[N:9]2)=[N:6][CH:7]=1.[C:64]([OH:52])([C:13]([F:16])([F:15])[F:14])=[O:65].